The task is: Regression. Given a peptide amino acid sequence and an MHC pseudo amino acid sequence, predict their binding affinity value. This is MHC class II binding data.. This data is from Peptide-MHC class II binding affinity with 134,281 pairs from IEDB. (1) The peptide sequence is EGTKVTFHVEKGSNP. The MHC is HLA-DPA10201-DPB10501 with pseudo-sequence HLA-DPA10201-DPB10501. The binding affinity (normalized) is 0.210. (2) The peptide sequence is SLPLFTGQASFDLAA. The MHC is DRB1_0301 with pseudo-sequence DRB1_0301. The binding affinity (normalized) is 0.337.